From a dataset of Peptide-MHC class I binding affinity with 185,985 pairs from IEDB/IMGT. Regression. Given a peptide amino acid sequence and an MHC pseudo amino acid sequence, predict their binding affinity value. This is MHC class I binding data. (1) The peptide sequence is ARWMISSAL. The MHC is HLA-B39:01 with pseudo-sequence HLA-B39:01. The binding affinity (normalized) is 0.626. (2) The peptide sequence is RLKQRTPGI. The MHC is HLA-B15:01 with pseudo-sequence HLA-B15:01. The binding affinity (normalized) is 0.739. (3) The peptide sequence is VVYKEAKIK. The MHC is HLA-B07:02 with pseudo-sequence HLA-B07:02. The binding affinity (normalized) is 0.0847. (4) The peptide sequence is TSFASSWIY. The MHC is SLA-30401 with pseudo-sequence SLA-30401. The binding affinity (normalized) is 0.655.